From a dataset of Forward reaction prediction with 1.9M reactions from USPTO patents (1976-2016). Predict the product of the given reaction. (1) The product is: [CH3:71][N:72]([CH3:80])[C@@H:73]([CH:74]([CH3:76])[CH3:75])[C:62]([NH:61][C@@H:57]([CH:58]([CH3:59])[CH3:60])[C:56]([N:55]([C@@H:50]([C@@H:51]([CH3:54])[CH2:52][CH3:53])[C@H:3]([O:2][CH3:1])[CH2:4][C:5]([N:7]1[CH2:11][CH2:10][CH2:9][C@H:8]1[C@H:12]([O:48][CH3:49])[C@@H:13]([CH3:47])[C:14](=[O:46])[NH:15][C@@H:16]([CH2:39][C:40]1[CH:41]=[CH:42][CH:43]=[CH:44][CH:45]=1)[C:17](=[O:38])[NH:18][S:19]([C:22]1[CH:23]=[CH:24][C:25]([C:28]2([NH:31][C:32](=[O:37])[C:33]([F:35])([F:34])[F:36])[CH2:29][CH2:30]2)=[CH:26][CH:27]=1)(=[O:21])=[O:20])=[O:6])[CH3:70])=[O:69])=[O:63]. Given the reactants [CH3:1][O:2][C@@H:3]([C@@H:50]([N:55]([CH3:70])[C:56](=[O:69])[C@@H:57]([NH:61][C:62](=O)[O:63]C(C)(C)C)[CH:58]([CH3:60])[CH3:59])[C@@H:51]([CH3:54])[CH2:52][CH3:53])[CH2:4][C:5]([N:7]1[CH2:11][CH2:10][CH2:9][C@H:8]1[C@H:12]([O:48][CH3:49])[C@@H:13]([CH3:47])[C:14](=[O:46])[NH:15][C@@H:16]([CH2:39][C:40]1[CH:45]=[CH:44][CH:43]=[CH:42][CH:41]=1)[C:17](=[O:38])[NH:18][S:19]([C:22]1[CH:27]=[CH:26][C:25]([C:28]2([NH:31][C:32](=[O:37])[C:33]([F:36])([F:35])[F:34])[CH2:30][CH2:29]2)=[CH:24][CH:23]=1)(=[O:21])=[O:20])=[O:6].[CH3:71][N:72]([CH3:80])[C@H:73](C(O)=O)[CH:74]([CH3:76])[CH3:75], predict the reaction product. (2) The product is: [ClH:1].[CH3:17][OH:18].[Cl:1][C:2]1[CH:3]=[C:4]2[C:9](=[CH:10][CH:11]=1)[CH:8]=[C:7]([S:12]([N:15]([C@H:21]1[CH2:25][CH2:24][N:23]([C@@H:26]([CH3:35])[C:27](=[O:34])[N:28]3[CH2:33][CH2:32][CH2:31][CH2:30][CH2:29]3)[C:22]1=[O:36])[CH2:16][C:17]([OH:19])=[O:18])(=[O:13])=[O:14])[CH:6]=[CH:5]2. Given the reactants [Cl:1][C:2]1[CH:3]=[C:4]2[C:9](=[CH:10][CH:11]=1)[CH:8]=[C:7]([S:12]([N:15]([C@H:21]1[CH2:25][CH2:24][N:23]([C@@H:26]([CH3:35])[C:27](=[O:34])[N:28]3[CH2:33][CH2:32][CH2:31][CH2:30][CH2:29]3)[C:22]1=[O:36])[CH2:16][C:17]([O:19]C)=[O:18])(=[O:14])=[O:13])[CH:6]=[CH:5]2.[OH-].[Li+].Cl, predict the reaction product.